From a dataset of Reaction yield outcomes from USPTO patents with 853,638 reactions. Predict the reaction yield, written as a fraction of the theoretical maximum amount of product (1.0 means a 100% yield; for example, 0.34 means a 34% yield). (1) The product is [CH:2]1([CH2:5][CH2:6][N:7]2[C:33](=[O:34])[CH2:32][C:31](=[O:36])[N:17]([C:20]3[CH:21]=[CH:22][C:23]([C:26]4[S:27][CH:28]=[CH:29][CH:30]=4)=[CH:24][CH:25]=3)[C:18]2=[O:19])[CH2:4][CH2:3]1. The reactants are Cl.[CH:2]1([CH2:5][CH2:6][NH2:7])[CH2:4][CH2:3]1.C(N(C(C)C)CC)(C)C.[N:17]([C:20]1[CH:25]=[CH:24][C:23]([C:26]2[S:27][CH:28]=[CH:29][CH:30]=2)=[CH:22][CH:21]=1)=[C:18]=[O:19].[C:31](Cl)(=[O:36])[CH2:32][C:33](Cl)=[O:34]. The catalyst is C(Cl)(Cl)Cl. The yield is 0.360. (2) The reactants are C([O:8][C:9]1[CH:10]=[CH:11][C:12]([C:26]2[C:27]([N:46]([CH3:51])[S:47]([CH3:50])(=[O:49])=[O:48])=[CH:28][C:29]3[O:33][C:32]([C:34]4[CH:39]=[CH:38][C:37]([F:40])=[CH:36][CH:35]=4)=[C:31]([C:41]([NH:43][CH3:44])=[O:42])[C:30]=3[CH:45]=2)=[N:13][C:14]=1[C:15]1[C:23]([CH2:24][OH:25])=[C:18]2[CH:19]=[CH:20][CH:21]=[CH:22][N:17]2[N:16]=1)C1C=CC=CC=1. The catalyst is CO.[Pd]. The product is [F:40][C:37]1[CH:36]=[CH:35][C:34]([C:32]2[O:33][C:29]3[CH:28]=[C:27]([N:46]([CH3:51])[S:47]([CH3:50])(=[O:48])=[O:49])[C:26]([C:12]4[CH:11]=[CH:10][C:9]([OH:8])=[C:14]([C:15]5[C:23]([CH2:24][OH:25])=[C:18]6[CH:19]=[CH:20][CH:21]=[CH:22][N:17]6[N:16]=5)[N:13]=4)=[CH:45][C:30]=3[C:31]=2[C:41]([NH:43][CH3:44])=[O:42])=[CH:39][CH:38]=1. The yield is 0.460. (3) The reactants are C([O:5][C:6](=[O:39])[CH2:7][CH2:8][C:9]1[CH:14]=[CH:13][C:12]([O:15][CH2:16][CH2:17][C:18]2[N:19]=[C:20]([C:23]3[CH:28]=[CH:27][CH:26]=[CH:25][CH:24]=3)[O:21][CH:22]=2)=[CH:11][C:10]=1[CH2:29][O:30][C:31](=[O:38])[NH:32][CH:33]1[CH2:37][CH2:36][CH2:35][CH2:34]1)(C)(C)C.FC(F)(F)C(O)=O. The catalyst is C(Cl)Cl. The product is [CH:33]1([NH:32][C:31]([O:30][CH2:29][C:10]2[CH:11]=[C:12]([O:15][CH2:16][CH2:17][C:18]3[N:19]=[C:20]([C:23]4[CH:24]=[CH:25][CH:26]=[CH:27][CH:28]=4)[O:21][CH:22]=3)[CH:13]=[CH:14][C:9]=2[CH2:8][CH2:7][C:6]([OH:39])=[O:5])=[O:38])[CH2:37][CH2:36][CH2:35][CH2:34]1. The yield is 0.930. (4) The catalyst is CN(C1C=CN=CC=1)C.C(Cl)Cl. The yield is 0.220. The product is [Si:16]([O:4][CH2:3][CH2:2][NH2:1])([C:13]([CH3:15])([CH3:14])[CH3:12])([CH3:18])[CH3:17]. The reactants are [NH2:1][CH2:2][CH2:3][OH:4].C(N(CC)CC)C.[CH3:12][C:13]([Si:16](Cl)([CH3:18])[CH3:17])([CH3:15])[CH3:14]. (5) The reactants are [C:1]([N:4]1[C:13]2[C:8](=[CH:9][C:10]([C:14]3[O:18][N:17]=[C:16]([CH2:19][CH2:20][N:21](C(OC(C)(C)C)=O)[CH3:22])[N:15]=3)=[CH:11][CH:12]=2)[C@H:7]([NH:30][C:31](=[O:36])[O:32][CH:33]([CH3:35])[CH3:34])[CH2:6][C@@H:5]1[CH3:37])(=[O:3])[CH3:2].[ClH:38]. The catalyst is O1CCOCC1. The product is [ClH:38].[C:1]([N:4]1[C:13]2[C:8](=[CH:9][C:10]([C:14]3[O:18][N:17]=[C:16]([CH2:19][CH2:20][NH:21][CH3:22])[N:15]=3)=[CH:11][CH:12]=2)[C@H:7]([NH:30][C:31](=[O:36])[O:32][CH:33]([CH3:34])[CH3:35])[CH2:6][C@@H:5]1[CH3:37])(=[O:3])[CH3:2]. The yield is 0.00387.